Task: Regression. Given a peptide amino acid sequence and an MHC pseudo amino acid sequence, predict their binding affinity value. This is MHC class II binding data.. Dataset: Peptide-MHC class II binding affinity with 134,281 pairs from IEDB (1) The peptide sequence is SGRWSVEKVMKVEIS. The MHC is H-2-IAd with pseudo-sequence H-2-IAd. The binding affinity (normalized) is 0.484. (2) The peptide sequence is GFKAALAAAAGVPPADKYRT. The MHC is HLA-DQA10301-DQB10302 with pseudo-sequence HLA-DQA10301-DQB10302. The binding affinity (normalized) is 0.273. (3) The peptide sequence is GCSSALGSGPYGALG. The MHC is DRB1_1101 with pseudo-sequence DRB1_1101. The binding affinity (normalized) is 0. (4) The peptide sequence is YLILKNLTGLVSTGS. The MHC is DRB1_0401 with pseudo-sequence DRB1_0401. The binding affinity (normalized) is 0.475. (5) The MHC is HLA-DPA10201-DPB10501 with pseudo-sequence HLA-DPA10201-DPB10501. The peptide sequence is EKKYFAATQLEPLAA. The binding affinity (normalized) is 0.652. (6) The peptide sequence is GGRLAFQEFMIVPCE. The MHC is HLA-DQA10401-DQB10402 with pseudo-sequence HLA-DQA10401-DQB10402. The binding affinity (normalized) is 0.346.